From a dataset of NCI-60 drug combinations with 297,098 pairs across 59 cell lines. Regression. Given two drug SMILES strings and cell line genomic features, predict the synergy score measuring deviation from expected non-interaction effect. (1) Synergy scores: CSS=47.7, Synergy_ZIP=-3.69, Synergy_Bliss=-2.02, Synergy_Loewe=-15.0, Synergy_HSA=1.37. Drug 1: C1CCC(CC1)NC(=O)N(CCCl)N=O. Drug 2: C1=NC2=C(N1)C(=S)N=C(N2)N. Cell line: SF-268. (2) Drug 2: CCN(CC)CCCC(C)NC1=C2C=C(C=CC2=NC3=C1C=CC(=C3)Cl)OC. Cell line: NCI-H322M. Synergy scores: CSS=6.13, Synergy_ZIP=-1.18, Synergy_Bliss=1.12, Synergy_Loewe=-7.09, Synergy_HSA=0.208. Drug 1: CCC(=C(C1=CC=CC=C1)C2=CC=C(C=C2)OCCN(C)C)C3=CC=CC=C3.C(C(=O)O)C(CC(=O)O)(C(=O)O)O. (3) Drug 1: CC1C(C(CC(O1)OC2CC(CC3=C2C(=C4C(=C3O)C(=O)C5=C(C4=O)C(=CC=C5)OC)O)(C(=O)C)O)N)O.Cl. Drug 2: CC1C(C(=O)NC(C(=O)N2CCCC2C(=O)N(CC(=O)N(C(C(=O)O1)C(C)C)C)C)C(C)C)NC(=O)C3=C4C(=C(C=C3)C)OC5=C(C(=O)C(=C(C5=N4)C(=O)NC6C(OC(=O)C(N(C(=O)CN(C(=O)C7CCCN7C(=O)C(NC6=O)C(C)C)C)C)C(C)C)C)N)C. Cell line: SK-MEL-2. Synergy scores: CSS=11.9, Synergy_ZIP=7.32, Synergy_Bliss=13.6, Synergy_Loewe=9.54, Synergy_HSA=11.1. (4) Drug 1: COC1=C(C=C2C(=C1)N=CN=C2NC3=CC(=C(C=C3)F)Cl)OCCCN4CCOCC4. Drug 2: CCC(=C(C1=CC=CC=C1)C2=CC=C(C=C2)OCCN(C)C)C3=CC=CC=C3.C(C(=O)O)C(CC(=O)O)(C(=O)O)O. Cell line: A549. Synergy scores: CSS=28.4, Synergy_ZIP=0.790, Synergy_Bliss=1.60, Synergy_Loewe=-2.47, Synergy_HSA=3.24. (5) Drug 1: CCCCCOC(=O)NC1=NC(=O)N(C=C1F)C2C(C(C(O2)C)O)O. Drug 2: CS(=O)(=O)OCCCCOS(=O)(=O)C. Cell line: A498. Synergy scores: CSS=-3.34, Synergy_ZIP=-0.746, Synergy_Bliss=-2.97, Synergy_Loewe=-5.86, Synergy_HSA=-5.06. (6) Synergy scores: CSS=5.17, Synergy_ZIP=-0.998, Synergy_Bliss=1.70, Synergy_Loewe=-2.56, Synergy_HSA=0.700. Cell line: SF-295. Drug 1: COC1=C(C=C2C(=C1)N=CN=C2NC3=CC(=C(C=C3)F)Cl)OCCCN4CCOCC4. Drug 2: C1CNP(=O)(OC1)N(CCCl)CCCl. (7) Drug 1: C1=C(C(=O)NC(=O)N1)N(CCCl)CCCl. Drug 2: C1=CC(=CC=C1CC(C(=O)O)N)N(CCCl)CCCl.Cl. Cell line: SN12C. Synergy scores: CSS=47.3, Synergy_ZIP=4.30, Synergy_Bliss=7.61, Synergy_Loewe=7.82, Synergy_HSA=9.42. (8) Drug 1: CC1=C(C(CCC1)(C)C)C=CC(=CC=CC(=CC(=O)O)C)C. Drug 2: C1=NC2=C(N=C(N=C2N1C3C(C(C(O3)CO)O)F)Cl)N. Cell line: MOLT-4. Synergy scores: CSS=91.4, Synergy_ZIP=10.5, Synergy_Bliss=10.7, Synergy_Loewe=7.11, Synergy_HSA=11.4. (9) Drug 1: CS(=O)(=O)C1=CC(=C(C=C1)C(=O)NC2=CC(=C(C=C2)Cl)C3=CC=CC=N3)Cl. Drug 2: C1CCC(C(C1)N)N.C(=O)(C(=O)[O-])[O-].[Pt+4]. Cell line: MOLT-4. Synergy scores: CSS=29.1, Synergy_ZIP=-4.54, Synergy_Bliss=-2.90, Synergy_Loewe=-16.7, Synergy_HSA=-3.16. (10) Drug 1: CC12CCC3C(C1CCC2=O)CC(=C)C4=CC(=O)C=CC34C. Drug 2: CC1CCC2CC(C(=CC=CC=CC(CC(C(=O)C(C(C(=CC(C(=O)CC(OC(=O)C3CCCCN3C(=O)C(=O)C1(O2)O)C(C)CC4CCC(C(C4)OC)O)C)C)O)OC)C)C)C)OC. Cell line: TK-10. Synergy scores: CSS=43.3, Synergy_ZIP=-4.53, Synergy_Bliss=-2.62, Synergy_Loewe=-1.55, Synergy_HSA=-0.801.